This data is from Full USPTO retrosynthesis dataset with 1.9M reactions from patents (1976-2016). The task is: Predict the reactants needed to synthesize the given product. Given the product [Cl:1][C:2]1[CH:3]=[C:4]2[C:9](=[CH:10][CH:11]=1)[C:8]([C:13]#[N:14])([CH3:12])[C:7](=[O:15])[C:6]([C:16]([NH:30][CH2:29][C:28]([O:27][C:23]([CH3:26])([CH3:25])[CH3:24])=[O:31])=[O:17])=[C:5]2[OH:21], predict the reactants needed to synthesize it. The reactants are: [Cl:1][C:2]1[CH:3]=[C:4]2[C:9](=[CH:10][CH:11]=1)[C:8]([C:13]#[N:14])([CH3:12])[C:7](=[O:15])[C:6]([C:16](OCC)=[O:17])=[C:5]2[OH:21].Cl.[C:23]([O:27][C:28](=[O:31])[CH2:29][NH2:30])([CH3:26])([CH3:25])[CH3:24].NCC(O)=O.